Task: Predict the reactants needed to synthesize the given product.. Dataset: Full USPTO retrosynthesis dataset with 1.9M reactions from patents (1976-2016) (1) Given the product [CH3:1][C:2]1[N:7]=[C:6]2[S:8][C:9]3[CH2:13][CH2:12][CH2:11][C:10]=3[C:5]2=[C:4]([C:14]2[O:15][CH:16]=[CH:17][CH:18]=2)[C:3]=1[CH:19]([CH2:24][CH2:25][CH3:26])[C:20]([OH:22])=[O:21], predict the reactants needed to synthesize it. The reactants are: [CH3:1][C:2]1[N:7]=[C:6]2[S:8][C:9]3[CH2:13][CH2:12][CH2:11][C:10]=3[C:5]2=[C:4]([C:14]2[O:15][CH:16]=[CH:17][CH:18]=2)[C:3]=1[CH:19]([CH2:24][CH2:25][CH3:26])[C:20]([O:22]C)=[O:21].[OH-].[Na+].Cl. (2) The reactants are: [Br:1][C:2]1[CH:9]=[C:8](F)[CH:7]=[CH:6][C:3]=1[C:4]#[N:5].[NH:11]1[CH2:15][CH2:14][CH2:13][CH2:12]1.C([O-])(O)=O.[Na+].O. Given the product [Br:1][C:2]1[CH:9]=[C:8]([N:11]2[CH2:15][CH2:14][CH2:13][CH2:12]2)[CH:7]=[CH:6][C:3]=1[C:4]#[N:5], predict the reactants needed to synthesize it. (3) Given the product [O:10]=[S:9]1(=[O:11])[C:5]2[CH:4]=[CH:3][C:2]([C:18]3[C:17]4[C:21](=[CH:22][C:14]([F:13])=[CH:15][CH:16]=4)[N:20]([C:23]([O:25][C:26]([CH3:29])([CH3:28])[CH3:27])=[O:24])[CH:19]=3)=[CH:12][C:6]=2[CH2:7][NH:8]1, predict the reactants needed to synthesize it. The reactants are: Br[C:2]1[CH:3]=[CH:4][C:5]2[S:9](=[O:11])(=[O:10])[NH:8][CH2:7][C:6]=2[CH:12]=1.[F:13][C:14]1[CH:22]=[C:21]2[C:17]([C:18](B3OC(C)(C)C(C)(C)O3)=[CH:19][N:20]2[C:23]([O:25][C:26]([CH3:29])([CH3:28])[CH3:27])=[O:24])=[CH:16][CH:15]=1.C([O-])([O-])=O.[K+].[K+]. (4) The reactants are: [CH:1]1([C:4]2[C:9]([NH2:10])=[CH:8][N:7]=[C:6]([C:11]3[CH:16]=[CH:15][C:14]([C:17]([F:20])([F:19])[F:18])=[CH:13][CH:12]=3)[N:5]=2)[CH2:3][CH2:2]1.FC(F)(F)C1C(C(O)=O)=CN=C(C2C=CC(C(F)(F)F)=CC=2)N=1.[C:44]([O:48][C:49](=[O:64])[C:50]([O:53][C:54]1[CH:59]=[CH:58][C:57]([CH2:60][C:61](O)=[O:62])=[CH:56][CH:55]=1)([CH3:52])[CH3:51])([CH3:47])([CH3:46])[CH3:45]. Given the product [C:44]([O:48][C:49](=[O:64])[C:50]([O:53][C:54]1[CH:59]=[CH:58][C:57]([CH2:60][C:61](=[O:62])[NH:10][C:9]2[C:4]([CH:1]3[CH2:2][CH2:3]3)=[N:5][C:6]([C:11]3[CH:16]=[CH:15][C:14]([C:17]([F:19])([F:20])[F:18])=[CH:13][CH:12]=3)=[N:7][CH:8]=2)=[CH:56][CH:55]=1)([CH3:52])[CH3:51])([CH3:46])([CH3:45])[CH3:47], predict the reactants needed to synthesize it. (5) Given the product [C:1]([Si:5]([CH3:31])([CH3:30])[O:6][C@H:7]1[CH2:11][CH2:10][C@H:9]([N:12]2[C:13]3=[N:14][C:15]([Cl:29])=[N:16][CH:17]=[C:18]3[CH2:19][N:20]([C:21]3[CH:26]=[CH:25][C:24]([CH2:27][CH3:28])=[CH:23][CH:22]=3)[C:39]2=[O:40])[CH2:8]1)([CH3:3])([CH3:2])[CH3:4], predict the reactants needed to synthesize it. The reactants are: [C:1]([Si:5]([CH3:31])([CH3:30])[O:6][C@H:7]1[CH2:11][CH2:10][C@H:9]([NH:12][C:13]2[C:18]([CH2:19][NH:20][C:21]3[CH:26]=[CH:25][C:24]([CH2:27][CH3:28])=[CH:23][CH:22]=3)=[CH:17][N:16]=[C:15]([Cl:29])[N:14]=2)[CH2:8]1)([CH3:4])([CH3:3])[CH3:2].C(N(CC)CC)C.[C:39](Cl)(Cl)=[O:40].C1(C)C=CC=CC=1. (6) Given the product [F:1][C:2]1[CH:7]=[CH:6][C:5]([C:8]2[C:16]([C:17](=[O:20])[NH:18][CH3:19])=[C:15]3[N:10]([N:11]=[CH:12][C:13]([C:21]4[C:22]([CH3:33])=[CH:23][C:24]([O:31][CH3:32])=[C:25]([CH:30]=4)[C:26]([OH:28])=[O:27])=[CH:14]3)[N:9]=2)=[CH:4][CH:3]=1, predict the reactants needed to synthesize it. The reactants are: [F:1][C:2]1[CH:7]=[CH:6][C:5]([C:8]2[C:16]([C:17](=[O:20])[NH:18][CH3:19])=[C:15]3[N:10]([N:11]=[CH:12][C:13]([C:21]4[C:22]([CH3:33])=[CH:23][C:24]([O:31][CH3:32])=[C:25]([CH:30]=4)[C:26]([O:28]C)=[O:27])=[CH:14]3)[N:9]=2)=[CH:4][CH:3]=1.[OH-].[Na+].Cl.